Task: Regression. Given two drug SMILES strings and cell line genomic features, predict the synergy score measuring deviation from expected non-interaction effect.. Dataset: NCI-60 drug combinations with 297,098 pairs across 59 cell lines (1) Drug 1: COC1=CC(=CC(=C1O)OC)C2C3C(COC3=O)C(C4=CC5=C(C=C24)OCO5)OC6C(C(C7C(O6)COC(O7)C8=CC=CS8)O)O. Drug 2: C1=CC(=CC=C1CCCC(=O)O)N(CCCl)CCCl. Cell line: CAKI-1. Synergy scores: CSS=60.4, Synergy_ZIP=-2.44, Synergy_Bliss=-3.60, Synergy_Loewe=-22.5, Synergy_HSA=2.58. (2) Drug 1: C1CCC(C1)C(CC#N)N2C=C(C=N2)C3=C4C=CNC4=NC=N3. Drug 2: COC1=C(C=C2C(=C1)N=CN=C2NC3=CC(=C(C=C3)F)Cl)OCCCN4CCOCC4. Cell line: CAKI-1. Synergy scores: CSS=53.4, Synergy_ZIP=-0.270, Synergy_Bliss=-0.129, Synergy_Loewe=-6.73, Synergy_HSA=4.80. (3) Drug 1: C1CC(CCC1OC2=C(C(=CC=C2)Cl)F)(CC3=NC(=CC=C3)NC4=NC=CS4)C(=O)O. Drug 2: CC(C)(C#N)C1=CC=C(C=C1)N2C3=C4C=C(C=CC4=NC=C3N(C2=O)C)C5=CC6=CC=CC=C6N=C5. Cell line: NCIH23. Synergy scores: CSS=62.4, Synergy_ZIP=-1.95, Synergy_Bliss=-2.74, Synergy_Loewe=1.79, Synergy_HSA=6.63. (4) Drug 2: CCC1(CC2CC(C3=C(CCN(C2)C1)C4=CC=CC=C4N3)(C5=C(C=C6C(=C5)C78CCN9C7C(C=CC9)(C(C(C8N6C=O)(C(=O)OC)O)OC(=O)C)CC)OC)C(=O)OC)O.OS(=O)(=O)O. Synergy scores: CSS=40.7, Synergy_ZIP=0.867, Synergy_Bliss=6.13, Synergy_Loewe=-6.43, Synergy_HSA=4.08. Drug 1: CN(C)C1=NC(=NC(=N1)N(C)C)N(C)C. Cell line: SNB-19. (5) Drug 1: C1CN1P(=S)(N2CC2)N3CC3. Drug 2: C1=NC2=C(N1)C(=S)N=CN2. Cell line: CCRF-CEM. Synergy scores: CSS=84.3, Synergy_ZIP=2.87, Synergy_Bliss=4.65, Synergy_Loewe=-4.10, Synergy_HSA=2.14. (6) Drug 1: CC12CCC3C(C1CCC2NC(=O)OCC(F)(F)F)CCC4C3(C=CC(=O)N4C)C. Drug 2: C1CC(CNC1)C2=CC=C(C=C2)N3C=C4C=CC=C(C4=N3)C(=O)N. Cell line: UACC62. Synergy scores: CSS=-0.759, Synergy_ZIP=-2.63, Synergy_Bliss=-4.17, Synergy_Loewe=-5.55, Synergy_HSA=-4.99. (7) Drug 1: CC1C(C(CC(O1)OC2CC(CC3=C2C(=C4C(=C3O)C(=O)C5=C(C4=O)C(=CC=C5)OC)O)(C(=O)CO)O)N)O.Cl. Drug 2: C(CCl)NC(=O)N(CCCl)N=O. Cell line: HS 578T. Synergy scores: CSS=17.7, Synergy_ZIP=-4.53, Synergy_Bliss=-0.689, Synergy_Loewe=0.751, Synergy_HSA=1.19.